This data is from Forward reaction prediction with 1.9M reactions from USPTO patents (1976-2016). The task is: Predict the product of the given reaction. (1) Given the reactants [CH2:1]([NH:3][C:4]([NH:6][C:7]1[CH:12]=[CH:11][C:10]([C:13]2[N:14]=[C:15]([N:23]3[CH2:28][CH2:27][O:26][CH2:25][C@@H:24]3[CH3:29])[C:16]3[CH2:22][NH:21][CH2:20][CH2:19][C:17]=3[N:18]=2)=[CH:9][CH:8]=1)=[O:5])[CH3:2].Cl[C:31]([O:33][CH:34]([CH3:36])[CH3:35])=[O:32], predict the reaction product. The product is: [CH2:1]([NH:3][C:4](=[O:5])[NH:6][C:7]1[CH:12]=[CH:11][C:10]([C:13]2[N:14]=[C:15]([N:23]3[CH2:28][CH2:27][O:26][CH2:25][C@@H:24]3[CH3:29])[C:16]3[CH2:22][N:21]([C:31]([O:33][CH:34]([CH3:36])[CH3:35])=[O:32])[CH2:20][CH2:19][C:17]=3[N:18]=2)=[CH:9][CH:8]=1)[CH3:2]. (2) Given the reactants [NH2:1][CH2:2][C@@H:3]1[CH2:7][CH2:6][N:5](C(OC(C)(C)C)=O)[CH2:4]1.[Cl:15][C:16]1[CH:17]=[C:18]([CH:21]=[C:22]([Cl:24])[CH:23]=1)[CH:19]=O.[CH:25](=O)[CH2:26][CH3:27].[C:29]([C@@H:32]([C@H:34]([C:36]([O-:38])=[O:37])[OH:35])[OH:33])([O-:31])=[O:30], predict the reaction product. The product is: [C:29]([C@@H:32]([C@H:34]([C:36]([OH:38])=[O:37])[OH:35])[OH:33])([OH:31])=[O:30].[CH2:25]([N:1]([CH2:2][C@@H:3]1[CH2:7][CH2:6][NH:5][CH2:4]1)[CH2:19][C:18]1[CH:17]=[C:16]([Cl:15])[CH:23]=[C:22]([Cl:24])[CH:21]=1)[CH2:26][CH3:27]. (3) Given the reactants [H-].[Na+].[CH3:3][O:4][C:5]([CH3:10])([CH3:9])[CH2:6][CH2:7][OH:8].[CH3:11][O:12][CH:13]([O:16][CH3:17])[CH2:14]Br.O, predict the reaction product. The product is: [CH3:11][O:12][CH:13]([O:16][CH3:17])[CH2:14][O:8][CH2:7][CH2:6][C:5]([O:4][CH3:3])([CH3:10])[CH3:9]. (4) Given the reactants [I:1][C:2]1[CH:12]=[CH:11][CH:10]=[C:4]2[C:5]([O:7][C:8](=[O:9])[C:3]=12)=[O:6].[CH3:13][S:14][CH2:15][C@@H:16]([NH2:18])[CH3:17].[OH-].[Na+], predict the reaction product. The product is: [I:1][C:2]1[C:3]([C:8](=[O:9])[NH:18][C@@H:16]([CH3:17])[CH2:15][S:14][CH3:13])=[C:4]([CH:10]=[CH:11][CH:12]=1)[C:5]([OH:7])=[O:6]. (5) Given the reactants [CH:1]([C:3]1[CH:4]=[C:5]([CH:19]=[C:20]([C:24]([F:27])([F:26])[F:25])[C:21]=1[O:22][CH3:23])[C:6]([N:8]1[C:12]2[CH:13]=[CH:14][CH:15]=[CH:16][C:11]=2[S:10](=[O:18])(=[O:17])[CH2:9]1)=[O:7])=[O:2].C(O)(=O)CC(CC(O)=O)(C(O)=O)[OH:31].CC(=CC)C.Cl([O-])=O.[Na+], predict the reaction product. The product is: [O:18]=[S:10]1(=[O:17])[C:11]2[CH:16]=[CH:15][CH:14]=[CH:13][C:12]=2[N:8]([C:6]([C:5]2[CH:19]=[C:20]([C:24]([F:27])([F:26])[F:25])[C:21]([O:22][CH3:23])=[C:3]([CH:4]=2)[C:1]([OH:31])=[O:2])=[O:7])[CH2:9]1.